From a dataset of Catalyst prediction with 721,799 reactions and 888 catalyst types from USPTO. Predict which catalyst facilitates the given reaction. (1) Reactant: [CH2:1](Br)[C:2]1[CH:7]=[CH:6][CH:5]=[CH:4][CH:3]=1.CN(C=O)C.[Br:14][C:15]1[C:27]([OH:28])=[CH:26][C:18]2[O:19][C:20]([CH3:25])([CH3:24])[O:21][C:22](=[O:23])[C:17]=2[CH:16]=1.C(=O)([O-])[O-].[K+].[K+]. Product: [CH2:1]([O:28][C:27]1[C:15]([Br:14])=[CH:16][C:17]2[C:22](=[O:23])[O:21][C:20]([CH3:24])([CH3:25])[O:19][C:18]=2[CH:26]=1)[C:2]1[CH:7]=[CH:6][CH:5]=[CH:4][CH:3]=1. The catalyst class is: 6. (2) Reactant: Br[C:2]1[CH:7]=[C:6]([CH3:8])[C:5]([CH3:9])=[CH:4][C:3]=1[N+:10]([O-:12])=[O:11].[NH2:13][CH2:14][CH:15]([O:23][CH:24]([CH3:26])[CH3:25])[CH2:16][C:17]1[CH:22]=[CH:21][CH:20]=[CH:19][CH:18]=1.C([O-])([O-])=O.[Cs+].[Cs+].O(C1C=CC=CC=1P(C1C=CC=CC=1)C1C=CC=CC=1)C1C=CC=CC=1P(C1C=CC=CC=1)C1C=CC=CC=1.C1(C)C=CC=CC=1. Product: [CH:24]([O:23][CH:15]([CH2:16][C:17]1[CH:18]=[CH:19][CH:20]=[CH:21][CH:22]=1)[CH2:14][NH:13][C:2]1[CH:7]=[C:6]([CH3:8])[C:5]([CH3:9])=[CH:4][C:3]=1[N+:10]([O-:12])=[O:11])([CH3:26])[CH3:25]. The catalyst class is: 110.